This data is from Catalyst prediction with 721,799 reactions and 888 catalyst types from USPTO. The task is: Predict which catalyst facilitates the given reaction. (1) The catalyst class is: 4. Reactant: C(Cl)(=O)C(Cl)=O.CS(C)=O.[F:11][C:12]1([F:19])[CH2:17][CH2:16][CH:15]([OH:18])[CH2:14][CH2:13]1.C(N(CC)C(C)C)(C)C.[Cl-].[NH4+]. Product: [F:11][C:12]1([F:19])[CH2:17][CH2:16][C:15](=[O:18])[CH2:14][CH2:13]1. (2) Reactant: C(OC(=O)[NH:7][C:8]1[CH:13]=[C:12]([C:14]([F:17])([F:16])[F:15])[C:11]([CH3:18])=[CH:10][C:9]=1[NH:19][C:20](=[O:36])[CH2:21][C:22](=O)[C:23]1[CH:28]=[CH:27][CH:26]=[C:25]([C:29]2[CH:34]=[CH:33][N:32]=[CH:31][CH:30]=2)[CH:24]=1)(C)(C)C.C(O)(C(F)(F)F)=O. Product: [CH3:18][C:11]1[C:12]([C:14]([F:16])([F:15])[F:17])=[CH:13][C:8]2[N:7]=[C:22]([C:23]3[CH:28]=[CH:27][CH:26]=[C:25]([C:29]4[CH:30]=[CH:31][N:32]=[CH:33][CH:34]=4)[CH:24]=3)[CH2:21][C:20](=[O:36])[NH:19][C:9]=2[CH:10]=1. The catalyst class is: 2. (3) Reactant: Cl[C:2]1[C:7]([N+:8]([O-:10])=[O:9])=[CH:6][CH:5]=[CH:4][N:3]=1.O.[CH3:12][O:13][C:14]1[CH:20]=[CH:19][C:17]([NH2:18])=[CH:16][CH:15]=1.Cl. Product: [CH3:12][O:13][C:14]1[CH:20]=[CH:19][C:17]([NH:18][C:2]2[C:7]([N+:8]([O-:10])=[O:9])=[CH:6][CH:5]=[CH:4][N:3]=2)=[CH:16][CH:15]=1. The catalyst class is: 486. (4) Reactant: [F:1][C:2]([F:30])([C:20]1[CH:25]=[CH:24][C:23]([C:26]([F:29])([F:28])[F:27])=[CH:22][CH:21]=1)[CH2:3][N:4]1[CH2:9][CH2:8][CH:7]([NH:10][C:11]2[C:12]3[CH:19]=[CH:18][NH:17][C:13]=3[N:14]=[CH:15][N:16]=2)[CH2:6][CH2:5]1.[CH3:31][S:32]([OH:35])(=[O:34])=[O:33]. Product: [CH3:31][S:32]([OH:35])(=[O:34])=[O:33].[F:30][C:2]([F:1])([C:20]1[CH:25]=[CH:24][C:23]([C:26]([F:27])([F:28])[F:29])=[CH:22][CH:21]=1)[CH2:3][N:4]1[CH2:5][CH2:6][CH:7]([NH:10][C:11]2[C:12]3[CH:19]=[CH:18][NH:17][C:13]=3[N:14]=[CH:15][N:16]=2)[CH2:8][CH2:9]1. The catalyst class is: 5. (5) Reactant: C([O:3][C:4]([C:6]1[C:7](=[O:36])[C:8]2[CH:13]=[N:12][C:11]([NH:14][C:15]3[CH:20]=[CH:19][CH:18]=[C:17]([CH2:21][N:22]([CH3:24])[CH3:23])[CH:16]=3)=[N:10][C:9]=2[N:25]([C:27]2[CH:28]=[C:29]3[C:33](=[CH:34][CH:35]=2)[CH2:32][CH2:31][CH2:30]3)[CH:26]=1)=O)C.[CH3:37][NH2:38]. Product: [CH3:37][NH:38][C:4]([C:6]1[C:7](=[O:36])[C:8]2[CH:13]=[N:12][C:11]([NH:14][C:15]3[CH:20]=[CH:19][CH:18]=[C:17]([CH2:21][N:22]([CH3:23])[CH3:24])[CH:16]=3)=[N:10][C:9]=2[N:25]([C:27]2[CH:28]=[C:29]3[C:33](=[CH:34][CH:35]=2)[CH2:32][CH2:31][CH2:30]3)[CH:26]=1)=[O:3]. The catalyst class is: 5.